The task is: Regression. Given two drug SMILES strings and cell line genomic features, predict the synergy score measuring deviation from expected non-interaction effect.. This data is from NCI-60 drug combinations with 297,098 pairs across 59 cell lines. Drug 1: C1CNP(=O)(OC1)N(CCCl)CCCl. Drug 2: CC1C(C(CC(O1)OC2CC(CC3=C2C(=C4C(=C3O)C(=O)C5=C(C4=O)C(=CC=C5)OC)O)(C(=O)CO)O)N)O.Cl. Cell line: K-562. Synergy scores: CSS=36.5, Synergy_ZIP=-0.616, Synergy_Bliss=-1.86, Synergy_Loewe=-21.2, Synergy_HSA=-1.12.